This data is from Forward reaction prediction with 1.9M reactions from USPTO patents (1976-2016). The task is: Predict the product of the given reaction. (1) Given the reactants [CH2:1]([O:3][C:4]1[C:8]([CH2:9][CH2:10][C:11]([O:13][CH2:14][CH3:15])=[O:12])=[CH:7][NH:6][N:5]=1)[CH3:2].[H-].[Na+].Cl[C:19]1[CH:24]=[C:23]([C:25]([F:28])([F:27])[F:26])[CH:22]=[CH:21][N:20]=1.[Cl-].[NH4+], predict the reaction product. The product is: [CH2:1]([O:3][C:4]1[C:8]([CH2:9][CH2:10][C:11]([O:13][CH2:14][CH3:15])=[O:12])=[CH:7][N:6]([C:19]2[CH:24]=[C:23]([C:25]([F:28])([F:27])[F:26])[CH:22]=[CH:21][N:20]=2)[N:5]=1)[CH3:2]. (2) Given the reactants [Cl:1][C:2]1[C:3]2[N:4]([CH:19]=[N:20][CH:21]=2)[C:5]([C:12]2[CH:17]=[CH:16][CH:15]=[C:14]([F:18])[CH:13]=2)=[C:6]([C:8]([O:10]C)=[O:9])[CH:7]=1.[OH-].[Na+].O.C(O)(=O)C, predict the reaction product. The product is: [Cl:1][C:2]1[C:3]2[N:4]([CH:19]=[N:20][CH:21]=2)[C:5]([C:12]2[CH:17]=[CH:16][CH:15]=[C:14]([F:18])[CH:13]=2)=[C:6]([C:8]([OH:10])=[O:9])[CH:7]=1. (3) Given the reactants [C:1]([C:4]1[C:22](=[O:23])[C@@:8]2([CH3:24])[C:9]3[C:15]([OH:16])=[CH:14][C:13]([O:17][CH3:18])=[C:12]([C:19]([NH2:21])=[O:20])[C:10]=3[O:11][C:7]2=[CH:6][C:5]=1[OH:25])(=[O:3])[CH3:2].[CH3:26][C:27]1[C:34]([CH3:35])=[CH:33][C:32]([CH3:36])=[C:31]([CH2:37][CH2:38][CH3:39])[C:28]=1[CH:29]=O.C([SiH](CC)CC)C.FC(F)(F)C(O)=O, predict the reaction product. The product is: [C:1]([C:4]1[C:22](=[O:23])[C@@:8]2([CH3:24])[C:9]3[C:15]([OH:16])=[CH:14][C:13]([O:17][CH3:18])=[C:12]([C:19]([NH:21][CH2:29][C:28]4[C:31]([CH2:37][CH2:38][CH3:39])=[C:32]([CH3:36])[CH:33]=[C:34]([CH3:35])[C:27]=4[CH3:26])=[O:20])[C:10]=3[O:11][C:7]2=[CH:6][C:5]=1[OH:25])(=[O:3])[CH3:2]. (4) Given the reactants [Cl:1][C:2]1[C:3]([O:9][C:10]2[CH:15]=[CH:14][C:13]([OH:16])=[CH:12][CH:11]=2)=[N:4][CH:5]=[C:6]([Cl:8])[CH:7]=1.[I-].[CH2:18]([N:25]([CH3:34])[C:26](N1C=C[N+](C)=C1)=[O:27])[C:19]1[CH:24]=[CH:23][CH:22]=[CH:21][CH:20]=1, predict the reaction product. The product is: [Cl:1][C:2]1[C:3]([O:9][C:10]2[CH:15]=[CH:14][C:13]([O:16][C:26](=[O:27])[N:25]([CH2:18][C:19]3[CH:24]=[CH:23][CH:22]=[CH:21][CH:20]=3)[CH3:34])=[CH:12][CH:11]=2)=[N:4][CH:5]=[C:6]([Cl:8])[CH:7]=1. (5) Given the reactants [NH:1]1[C:9]2[C:4](=[CH:5][C:6]([NH:10][C:11]([C:13]3[C:14]([C:19]4[CH:24]=[CH:23][C:22]([C:25]([F:28])([F:27])[F:26])=[CH:21][CH:20]=4)=[CH:15][CH:16]=[CH:17][CH:18]=3)=[O:12])=[CH:7][CH:8]=2)[CH2:3][CH2:2]1.[N:29]1[CH:34]=[CH:33][CH:32]=[CH:31][C:30]=1[CH2:35][CH2:36][C:37](O)=[O:38].O.ON1C2C=CC=CC=2N=N1.[ClH:51].CN(C)CCCN=C=NCC, predict the reaction product. The product is: [ClH:51].[N:29]1[CH:34]=[CH:33][CH:32]=[CH:31][C:30]=1[CH2:35][CH2:36][C:37]([N:1]1[C:9]2[C:4](=[CH:5][C:6]([NH:10][C:11]([C:13]3[C:14]([C:19]4[CH:20]=[CH:21][C:22]([C:25]([F:26])([F:27])[F:28])=[CH:23][CH:24]=4)=[CH:15][CH:16]=[CH:17][CH:18]=3)=[O:12])=[CH:7][CH:8]=2)[CH2:3][CH2:2]1)=[O:38]. (6) Given the reactants [C:1]([C:5]1[C:6]([O:32][CH3:33])=[C:7]([C:19]#[C:20][C:21]2[CH:26]=[CH:25][C:24]([NH:27][S:28]([CH3:31])(=[O:30])=[O:29])=[CH:23][CH:22]=2)[CH:8]=[C:9]([N:11]2[CH:16]=[CH:15][C:14](=[O:17])[NH:13][C:12]2=[O:18])[CH:10]=1)([CH3:4])([CH3:3])[CH3:2].C1(P(C2C=CC=CC=2)C2C=CC=CC=2)C=CC=CC=1.CC(N(C)C)=O.C([SiH](CC)CC)C, predict the reaction product. The product is: [C:1]([C:5]1[C:6]([O:32][CH3:33])=[C:7]([CH:8]=[C:9]([N:11]2[CH:16]=[CH:15][C:14](=[O:17])[NH:13][C:12]2=[O:18])[CH:10]=1)/[CH:19]=[CH:20]/[C:21]1[CH:26]=[CH:25][C:24]([NH:27][S:28]([CH3:31])(=[O:29])=[O:30])=[CH:23][CH:22]=1)([CH3:4])([CH3:2])[CH3:3]. (7) Given the reactants [NH2:1][C:2]1[C:7](=[O:8])[C:6]([O:9][CH3:10])=[CH:5][N:4]([C:11]2[CH:16]=[CH:15][CH:14]=[C:13]([C:17]([F:20])([F:19])[F:18])[CH:12]=2)[N:3]=1.[CH:21]([CH:23]=O)=O.[CH:25](=O)[C:26]1[CH:31]=[CH:30][CH:29]=[CH:28][CH:27]=1.[NH4+:33].[Cl-].OP(O)(O)=O, predict the reaction product. The product is: [CH3:10][O:9][C:6]1[C:7](=[O:8])[C:2]([N:1]2[CH:23]=[CH:21][N:33]=[C:25]2[C:26]2[CH:31]=[CH:30][CH:29]=[CH:28][CH:27]=2)=[N:3][N:4]([C:11]2[CH:16]=[CH:15][CH:14]=[C:13]([C:17]([F:18])([F:20])[F:19])[CH:12]=2)[CH:5]=1. (8) The product is: [Cl:31][C:32]1[CH:38]=[C:37]([O:39][C:40]2[C:41]3[N:48]([CH3:49])[CH:47]=[CH:46][C:42]=3[N:43]=[CH:44][N:45]=2)[CH:36]=[CH:35][C:33]=1[NH:34][C:16]([NH:10][C:9]1[CH:11]=[CH:12][CH:13]=[C:7]([O:6][C:2]([F:14])([F:1])[CH:3]([F:4])[F:5])[CH:8]=1)=[O:17]. Given the reactants [F:1][C:2]([F:14])([O:6][C:7]1[CH:8]=[C:9]([CH:11]=[CH:12][CH:13]=1)[NH2:10])[CH:3]([F:5])[F:4].Cl[C:16](OC1C=CC=CC=1)=[O:17].N1C=CC=CC=1.[Cl:31][C:32]1[CH:38]=[C:37]([O:39][C:40]2[C:41]3[N:48]([CH3:49])[CH:47]=[CH:46][C:42]=3[N:43]=[CH:44][N:45]=2)[CH:36]=[CH:35][C:33]=1[NH2:34], predict the reaction product. (9) Given the reactants Cl.[CH3:2][N:3]([CH2:5][CH:6]1[CH2:14][C:13]2[C:8](=[CH:9][CH:10]=[C:11]([O:15][C:16]([F:19])([F:18])[F:17])[CH:12]=2)[C:7]1=[O:20])[CH3:4].[OH-].[Na+], predict the reaction product. The product is: [CH3:4][N:3]([CH2:5][CH:6]1[CH2:14][C:13]2[C:8](=[CH:9][CH:10]=[C:11]([O:15][C:16]([F:19])([F:17])[F:18])[CH:12]=2)[C:7]1=[O:20])[CH3:2].